Predict which catalyst facilitates the given reaction. From a dataset of Catalyst prediction with 721,799 reactions and 888 catalyst types from USPTO. (1) Reactant: [C:1]([O:5][C:6](=[O:11])[NH:7][CH2:8][CH2:9]Br)([CH3:4])([CH3:3])[CH3:2].[CH3:12][O:13][CH2:14][CH2:15][NH2:16].C(N(CC)C(C)C)(C)C. Product: [CH3:12][O:13][CH2:14][CH2:15][NH:16][CH2:9][CH2:8][NH:7][C:6](=[O:11])[O:5][C:1]([CH3:4])([CH3:3])[CH3:2]. The catalyst class is: 10. (2) Reactant: [Br:1][C:2]1[CH:3]=[C:4]([CH:7]=[O:8])[S:5][CH:6]=1.Cl([O-])=O.[Na+].OP([O-])(O)=O.[Na+].CC(=CC)C.C[C:25]([OH:28])(C)C. Product: [Br:1][C:2]1[CH:3]=[C:4]([C:7]([O:28][CH3:25])=[O:8])[S:5][CH:6]=1. The catalyst class is: 6. (3) Reactant: [NH2:1][C:2]1[CH:6]=[CH:5][S:4][C:3]=1[C:7]([O:9][CH3:10])=[O:8].[C:11]1([S:17](Cl)(=[O:19])=[O:18])[CH:16]=[CH:15][CH:14]=[CH:13][CH:12]=1. Product: [CH3:10][O:9][C:7]([C:3]1[S:4][CH:5]=[CH:6][C:2]=1[NH:1][S:17]([C:11]1[CH:16]=[CH:15][CH:14]=[CH:13][CH:12]=1)(=[O:19])=[O:18])=[O:8]. The catalyst class is: 300.